Regression. Given two drug SMILES strings and cell line genomic features, predict the synergy score measuring deviation from expected non-interaction effect. From a dataset of NCI-60 drug combinations with 297,098 pairs across 59 cell lines. (1) Drug 1: CC1=CC=C(C=C1)C2=CC(=NN2C3=CC=C(C=C3)S(=O)(=O)N)C(F)(F)F. Drug 2: CN1C(=O)N2C=NC(=C2N=N1)C(=O)N. Cell line: CAKI-1. Synergy scores: CSS=5.54, Synergy_ZIP=0.146, Synergy_Bliss=2.26, Synergy_Loewe=-0.802, Synergy_HSA=-0.717. (2) Drug 1: CCC1=C2CN3C(=CC4=C(C3=O)COC(=O)C4(CC)O)C2=NC5=C1C=C(C=C5)O. Drug 2: C1=CC=C(C=C1)NC(=O)CCCCCCC(=O)NO. Cell line: MOLT-4. Synergy scores: CSS=80.7, Synergy_ZIP=1.52, Synergy_Bliss=1.11, Synergy_Loewe=-0.0197, Synergy_HSA=3.41. (3) Drug 1: CS(=O)(=O)CCNCC1=CC=C(O1)C2=CC3=C(C=C2)N=CN=C3NC4=CC(=C(C=C4)OCC5=CC(=CC=C5)F)Cl. Drug 2: CCN(CC)CCNC(=O)C1=C(NC(=C1C)C=C2C3=C(C=CC(=C3)F)NC2=O)C. Cell line: UACC-257. Synergy scores: CSS=-2.94, Synergy_ZIP=0.0744, Synergy_Bliss=-1.62, Synergy_Loewe=-4.23, Synergy_HSA=-3.97. (4) Synergy scores: CSS=13.8, Synergy_ZIP=0.472, Synergy_Bliss=7.02, Synergy_Loewe=-4.16, Synergy_HSA=2.73. Cell line: SK-MEL-5. Drug 1: C1C(C(OC1N2C=C(C(=O)NC2=O)F)CO)O. Drug 2: C(CC(=O)O)C(=O)CN.Cl. (5) Drug 1: CC1=C(C(CCC1)(C)C)C=CC(=CC=CC(=CC(=O)O)C)C. Drug 2: C1CN(CCN1C(=O)CCBr)C(=O)CCBr. Cell line: NCI-H322M. Synergy scores: CSS=1.07, Synergy_ZIP=4.58, Synergy_Bliss=-0.512, Synergy_Loewe=-2.22, Synergy_HSA=-2.22. (6) Synergy scores: CSS=22.4, Synergy_ZIP=-5.66, Synergy_Bliss=1.26, Synergy_Loewe=0.0508, Synergy_HSA=0.175. Drug 2: CC1C(C(=O)NC(C(=O)N2CCCC2C(=O)N(CC(=O)N(C(C(=O)O1)C(C)C)C)C)C(C)C)NC(=O)C3=C4C(=C(C=C3)C)OC5=C(C(=O)C(=C(C5=N4)C(=O)NC6C(OC(=O)C(N(C(=O)CN(C(=O)C7CCCN7C(=O)C(NC6=O)C(C)C)C)C)C(C)C)C)N)C. Cell line: UO-31. Drug 1: CN1CCC(CC1)COC2=C(C=C3C(=C2)N=CN=C3NC4=C(C=C(C=C4)Br)F)OC. (7) Drug 2: C1=CC(=CC=C1CC(C(=O)O)N)N(CCCl)CCCl.Cl. Cell line: SNB-19. Synergy scores: CSS=15.3, Synergy_ZIP=-8.10, Synergy_Bliss=1.48, Synergy_Loewe=2.47, Synergy_HSA=3.19. Drug 1: CC1C(C(CC(O1)OC2CC(CC3=C2C(=C4C(=C3O)C(=O)C5=C(C4=O)C(=CC=C5)OC)O)(C(=O)CO)O)N)O.Cl.